Dataset: Peptide-MHC class I binding affinity with 185,985 pairs from IEDB/IMGT. Task: Regression. Given a peptide amino acid sequence and an MHC pseudo amino acid sequence, predict their binding affinity value. This is MHC class I binding data. (1) The MHC is Mamu-B08 with pseudo-sequence Mamu-B08. The binding affinity (normalized) is 0.513. The peptide sequence is ERLAARGLL. (2) The peptide sequence is GEGGGNSSW. The MHC is Mamu-A11 with pseudo-sequence Mamu-A11. The binding affinity (normalized) is 0.399.